This data is from Forward reaction prediction with 1.9M reactions from USPTO patents (1976-2016). The task is: Predict the product of the given reaction. (1) Given the reactants Cl[C:2]1[CH:7]=[C:6]([C:8]2[N:9]=[C:10]([N:20]3[CH2:25][CH2:24][C:23]([F:27])([F:26])[CH2:22][CH2:21]3)[C:11]3[C:17]([O:18][CH3:19])=[CH:16][N:15]=[CH:14][C:12]=3[N:13]=2)[CH:5]=[CH:4][N:3]=1.[NH2:28][C:29]1[CH:34]=[CH:33][CH:32]=[CH:31][CH:30]=1, predict the reaction product. The product is: [F:26][C:23]1([F:27])[CH2:24][CH2:25][N:20]([C:10]2[C:11]3[C:17]([O:18][CH3:19])=[CH:16][N:15]=[CH:14][C:12]=3[N:13]=[C:8]([C:6]3[CH:5]=[CH:4][N:3]=[C:2]([NH:28][C:29]4[CH:34]=[CH:33][CH:32]=[CH:31][CH:30]=4)[CH:7]=3)[N:9]=2)[CH2:21][CH2:22]1. (2) Given the reactants [C:1]([N:4]1[C:13]2[C:8](=[CH:9][CH:10]=[C:11]([F:14])[CH:12]=2)[C@@H:7]([OH:15])[CH2:6][C@@H:5]1[CH3:16])(=[O:3])[CH3:2].[C:17]1(O)[CH:22]=[CH:21][CH:20]=[CH:19][CH:18]=1, predict the reaction product. The product is: [C:1]([N:4]1[C:13]2[C:8](=[CH:9][CH:10]=[C:11]([F:14])[CH:12]=2)[C@H:7]([O:15][C:17]2[CH:22]=[CH:21][CH:20]=[CH:19][CH:18]=2)[CH2:6][C@@H:5]1[CH3:16])(=[O:3])[CH3:2].